This data is from NCI-60 drug combinations with 297,098 pairs across 59 cell lines. The task is: Regression. Given two drug SMILES strings and cell line genomic features, predict the synergy score measuring deviation from expected non-interaction effect. (1) Drug 1: C1=CC(=CC=C1CC(C(=O)O)N)N(CCCl)CCCl.Cl. Drug 2: C#CCC(CC1=CN=C2C(=N1)C(=NC(=N2)N)N)C3=CC=C(C=C3)C(=O)NC(CCC(=O)O)C(=O)O. Cell line: RXF 393. Synergy scores: CSS=5.03, Synergy_ZIP=-0.883, Synergy_Bliss=0.514, Synergy_Loewe=-3.25, Synergy_HSA=-0.958. (2) Drug 1: C#CCC(CC1=CN=C2C(=N1)C(=NC(=N2)N)N)C3=CC=C(C=C3)C(=O)NC(CCC(=O)O)C(=O)O. Drug 2: C1CNP(=O)(OC1)N(CCCl)CCCl. Cell line: MOLT-4. Synergy scores: CSS=0.633, Synergy_ZIP=1.51, Synergy_Bliss=1.56, Synergy_Loewe=2.71, Synergy_HSA=-0.560.